Dataset: Merck oncology drug combination screen with 23,052 pairs across 39 cell lines. Task: Regression. Given two drug SMILES strings and cell line genomic features, predict the synergy score measuring deviation from expected non-interaction effect. (1) Drug 1: COc1cccc2c1C(=O)c1c(O)c3c(c(O)c1C2=O)CC(O)(C(=O)CO)CC3OC1CC(N)C(O)C(C)O1. Drug 2: O=C(CCCCCCC(=O)Nc1ccccc1)NO. Cell line: SKMES1. Synergy scores: synergy=13.8. (2) Drug 1: CN1C(=O)C=CC2(C)C3CCC4(C)C(NC(=O)OCC(F)(F)F)CCC4C3CCC12. Drug 2: N#Cc1ccc(Cn2cncc2CN2CCN(c3cccc(Cl)c3)C(=O)C2)cc1. Cell line: DLD1. Synergy scores: synergy=8.95. (3) Drug 1: N#Cc1ccc(Cn2cncc2CN2CCN(c3cccc(Cl)c3)C(=O)C2)cc1. Drug 2: CCc1cnn2c(NCc3ccc[n+]([O-])c3)cc(N3CCCCC3CCO)nc12. Cell line: COLO320DM. Synergy scores: synergy=6.02. (4) Drug 1: N#Cc1ccc(Cn2cncc2CN2CCN(c3cccc(Cl)c3)C(=O)C2)cc1. Drug 2: CCN(CC)CCNC(=O)c1c(C)[nH]c(C=C2C(=O)Nc3ccc(F)cc32)c1C. Cell line: OV90. Synergy scores: synergy=6.89. (5) Drug 1: CN1C(=O)C=CC2(C)C3CCC4(C)C(NC(=O)OCC(F)(F)F)CCC4C3CCC12. Drug 2: C#Cc1cccc(Nc2ncnc3cc(OCCOC)c(OCCOC)cc23)c1. Cell line: SKMES1. Synergy scores: synergy=11.7. (6) Drug 1: Nc1ccn(C2OC(CO)C(O)C2(F)F)c(=O)n1. Drug 2: C#Cc1cccc(Nc2ncnc3cc(OCCOC)c(OCCOC)cc23)c1. Cell line: MSTO. Synergy scores: synergy=-11.9. (7) Drug 1: COC1=C2CC(C)CC(OC)C(O)C(C)C=C(C)C(OC(N)=O)C(OC)C=CC=C(C)C(=O)NC(=CC1=O)C2=O. Drug 2: NC1CCCCC1N.O=C(O)C(=O)O.[Pt+2]. Cell line: A2058. Synergy scores: synergy=16.3. (8) Synergy scores: synergy=-13.3. Drug 1: COc1cccc2c1C(=O)c1c(O)c3c(c(O)c1C2=O)CC(O)(C(=O)CO)CC3OC1CC(N)C(O)C(C)O1. Drug 2: Cn1nnc2c(C(N)=O)ncn2c1=O. Cell line: ZR751. (9) Synergy scores: synergy=2.79. Drug 2: CNC(=O)c1cc(Oc2ccc(NC(=O)Nc3ccc(Cl)c(C(F)(F)F)c3)cc2)ccn1. Cell line: NCIH1650. Drug 1: COc1cc(C2c3cc4c(cc3C(OC3OC5COC(C)OC5C(O)C3O)C3COC(=O)C23)OCO4)cc(OC)c1O.